This data is from Catalyst prediction with 721,799 reactions and 888 catalyst types from USPTO. The task is: Predict which catalyst facilitates the given reaction. (1) Reactant: [C:1]([O:5][C:6](=[O:36])[NH:7][C@@H:8]1[CH2:13][CH2:12][CH2:11][C:10]([F:15])([F:14])[C@@H:9]1[NH:16][C:17]([C:19]1[S:20][C:21]([CH2:34][CH3:35])=[C:22]([C:24]2[CH:25]=[N:26][N:27]3[CH:32]=[C:31]([OH:33])[CH:30]=[N:29][C:28]=23)[CH:23]=1)=[O:18])([CH3:4])([CH3:3])[CH3:2].FC(F)(F)S(O[CH2:43][C:44]([F:47])([F:46])[F:45])(=O)=O.C(=O)([O-])[O-].[K+].[K+]. Product: [C:1]([O:5][C:6](=[O:36])[NH:7][C@@H:8]1[CH2:13][CH2:12][CH2:11][C:10]([F:14])([F:15])[C@@H:9]1[NH:16][C:17]([C:19]1[S:20][C:21]([CH2:34][CH3:35])=[C:22]([C:24]2[CH:25]=[N:26][N:27]3[CH:32]=[C:31]([O:33][CH2:43][C:44]([F:47])([F:46])[F:45])[CH:30]=[N:29][C:28]=23)[CH:23]=1)=[O:18])([CH3:4])([CH3:3])[CH3:2]. The catalyst class is: 4. (2) Reactant: [CH3:1][O:2][C:3]1[CH:4]=[C:5]2[C:10](=[CH:11][C:12]=1[O:13][CH3:14])[N:9]=[CH:8][CH:7]=[C:6]2[O:15][C:16]1[CH:22]=[CH:21][C:19]([NH2:20])=[C:18]([F:23])[CH:17]=1.C(N(CC)CC)C.[Cl:31]C(Cl)(O[C:35](=[O:41])OC(Cl)(Cl)Cl)Cl.[NH2:43][C:44]1[S:45][C:46]([CH3:49])=[CH:47][N:48]=1. Product: [ClH:31].[CH3:1][O:2][C:3]1[CH:4]=[C:5]2[C:10](=[CH:11][C:12]=1[O:13][CH3:14])[N:9]=[CH:8][CH:7]=[C:6]2[O:15][C:16]1[CH:22]=[CH:21][C:19]([NH:20][C:35]([NH:43][C:44]2[S:45][C:46]([CH3:49])=[CH:47][N:48]=2)=[O:41])=[C:18]([F:23])[CH:17]=1. The catalyst class is: 146. (3) Product: [NH2:16][C:8]1[N:9]=[C:10]([CH2:13][O:14][CH3:15])[CH:11]=[CH:12][C:7]=1[C:6]([OH:17])=[O:5]. Reactant: O.[OH-].[Li+].C[O:5][C:6](=[O:17])[C:7]1[CH:12]=[CH:11][C:10]([CH2:13][O:14][CH3:15])=[N:9][C:8]=1[NH2:16].O1CCCC1.C(O)(=O)C. The catalyst class is: 72.